This data is from Reaction yield outcomes from USPTO patents with 853,638 reactions. The task is: Predict the reaction yield, written as a fraction of the theoretical maximum amount of product (1.0 means a 100% yield; for example, 0.34 means a 34% yield). (1) The reactants are [Cl:1][C:2]1[N:7]=[CH:6][C:5]([CH2:8][NH:9][CH2:10][CH2:11][NH2:12])=[CH:4][CH:3]=1.[F:13][C:14]([F:24])([F:23])[C:15](=[O:22])[CH:16]=[C:17](SC)SC. The catalyst is C(#N)C. The product is [Cl:1][C:2]1[N:7]=[CH:6][C:5]([CH2:8][N:9]2[CH2:10][CH2:11][NH:12][C:17]2=[CH:16][C:15](=[O:22])[C:14]([F:24])([F:23])[F:13])=[CH:4][CH:3]=1. The yield is 0.690. (2) The reactants are Cl.[Br:2][C:3]1[CH:4]=[C:5]([Cl:11])[C:6]([CH2:9][NH2:10])=[N:7][CH:8]=1.[C:12]1(=O)[O:17][C:15](=[O:16])[C:14]2=[CH:18][CH:19]=[CH:20][CH:21]=[C:13]12. The catalyst is C1(C)C=CC=CC=1. The product is [Br:2][C:3]1[CH:4]=[C:5]([Cl:11])[C:6]([CH2:9][N:10]2[C:15](=[O:16])[C:14]3[C:13](=[CH:21][CH:20]=[CH:19][CH:18]=3)[C:12]2=[O:17])=[N:7][CH:8]=1. The yield is 0.650. (3) The reactants are [N:1]1([CH:7]2[CH2:12][CH2:11][CH:10]([N:13]3[C:18](=[O:19])[C:17]([CH2:20][C:21]4[CH:26]=[CH:25][C:24]([C:27]5[C:28]([C:33]#[N:34])=[CH:29][CH:30]=[CH:31][CH:32]=5)=[CH:23][CH:22]=4)=[C:16]([CH2:35][CH2:36][CH3:37])[N:15]4[N:38]=[CH:39][N:40]=[C:14]34)[CH2:9][CH2:8]2)[CH2:6][CH2:5][O:4][CH2:3][CH2:2]1.C([Sn](=O)CCCC)CCC.[N:51]([Si](C)(C)C)=[N+:52]=[N-:53].C1(C)C=CC=CC=1. The catalyst is C(OCC)(=O)C. The product is [N:1]1([CH:7]2[CH2:12][CH2:11][CH:10]([N:13]3[C:18](=[O:19])[C:17]([CH2:20][C:21]4[CH:26]=[CH:25][C:24]([C:27]5[CH:32]=[CH:31][CH:30]=[CH:29][C:28]=5[C:33]5[NH:53][N:52]=[N:51][N:34]=5)=[CH:23][CH:22]=4)=[C:16]([CH2:35][CH2:36][CH3:37])[N:15]4[N:38]=[CH:39][N:40]=[C:14]34)[CH2:9][CH2:8]2)[CH2:6][CH2:5][O:4][CH2:3][CH2:2]1. The yield is 0.230.